This data is from Forward reaction prediction with 1.9M reactions from USPTO patents (1976-2016). The task is: Predict the product of the given reaction. (1) Given the reactants [Cl:1][C:2]1[C:3]([C:19]([OH:21])=O)=[C:4]2[CH:9]=[CH:8][CH:7]=[N:6][N:5]2[C:10]=1[CH:11]([CH:13]1[CH2:18][CH2:17][O:16][CH2:15][CH2:14]1)[CH3:12].F[P-](F)(F)(F)(F)F.CN([CH+]N1CCOCC1)C.C(N(C(C)C)C(C)C)C.Cl.[NH2:49][CH2:50][C:51]1[C:52](=[O:60])[NH:53][C:54]([CH3:59])=[CH:55][C:56]=1[O:57][CH3:58], predict the reaction product. The product is: [Cl:1][C:2]1[C:3]([C:19]([NH:49][CH2:50][C:51]2[C:52](=[O:60])[NH:53][C:54]([CH3:59])=[CH:55][C:56]=2[O:57][CH3:58])=[O:21])=[C:4]2[CH:9]=[CH:8][CH:7]=[N:6][N:5]2[C:10]=1[CH:11]([CH:13]1[CH2:14][CH2:15][O:16][CH2:17][CH2:18]1)[CH3:12]. (2) Given the reactants F[C:2]1[N:7]=[CH:6][C:5]([C:8]([N:10]2[CH2:15][CH2:14][N:13]([S:16]([C:19]3[CH:24]=[CH:23][C:22]([C:25]([F:28])([F:27])[F:26])=[CH:21][CH:20]=3)(=[O:18])=[O:17])[CH2:12][C@@H:11]2[CH3:29])=[O:9])=[C:4]([CH3:30])[CH:3]=1.[NH:31]1[CH2:34][CH2:33][CH2:32]1, predict the reaction product. The product is: [N:31]1([C:2]2[N:7]=[CH:6][C:5]([C:8]([N:10]3[CH2:15][CH2:14][N:13]([S:16]([C:19]4[CH:20]=[CH:21][C:22]([C:25]([F:26])([F:27])[F:28])=[CH:23][CH:24]=4)(=[O:18])=[O:17])[CH2:12][C@@H:11]3[CH3:29])=[O:9])=[C:4]([CH3:30])[CH:3]=2)[CH2:34][CH2:33][CH2:32]1.